Dataset: CYP2D6 inhibition data for predicting drug metabolism from PubChem BioAssay. Task: Regression/Classification. Given a drug SMILES string, predict its absorption, distribution, metabolism, or excretion properties. Task type varies by dataset: regression for continuous measurements (e.g., permeability, clearance, half-life) or binary classification for categorical outcomes (e.g., BBB penetration, CYP inhibition). Dataset: cyp2d6_veith. (1) The drug is CCc1ccccc1OC[C@@H](O)CN[C@H]1CCCc2ccccc21. The result is 0 (non-inhibitor). (2) The compound is O=S(=O)(c1ccccc1)N1CCC2(CCCN(c3ccncc3)C2)CC1. The result is 1 (inhibitor). (3) The molecule is CC(C)(C)c1ccc(C(=O)NCc2ccc(Cl)cc2)cc1. The result is 0 (non-inhibitor). (4) The compound is Cc1onc(-c2ccccc2)c1C(=O)NC(CC(=O)O)c1ccc(OC(C)C)cc1. The result is 0 (non-inhibitor). (5) The molecule is CN(C)c1ncc2nc(-c3ccccc3)c(=O)n(C3CC3)c2n1. The result is 0 (non-inhibitor).